This data is from Full USPTO retrosynthesis dataset with 1.9M reactions from patents (1976-2016). The task is: Predict the reactants needed to synthesize the given product. (1) Given the product [CH2:26]([O:25][C:23]([C:22]1[CH:28]=[N:17][C:14]2[C:15]([C:21]=1[OH:20])=[N:16][C:11]([C:5]1[CH:6]=[CH:7][C:8]([O:9][CH3:10])=[C:3]([O:2][CH3:1])[CH:4]=1)=[CH:12][CH:13]=2)=[O:24])[CH3:27], predict the reactants needed to synthesize it. The reactants are: [CH3:1][O:2][C:3]1[CH:4]=[C:5]([C:11]2[N:16]=[CH:15][C:14]([NH2:17])=[CH:13][CH:12]=2)[CH:6]=[CH:7][C:8]=1[O:9][CH3:10].C([O:20][CH:21]=[C:22]([C:28](OCC)=O)[C:23]([O:25][CH2:26][CH3:27])=[O:24])C. (2) Given the product [NH2:24][C:23]1[CH:25]=[CH:26][CH:27]=[CH:28][C:22]=1[S:13][C:30]1[CH:38]=[CH:37][C:36]([F:39])=[CH:35][C:31]=1[C:32]([OH:34])=[O:33], predict the reactants needed to synthesize it. The reactants are: N1C=CC=CC=1C1C=CC=CN=1.[S:13]([C:22]1[CH:28]=[CH:27][CH:26]=[CH:25][C:23]=1[NH2:24])[S:13][C:22]1[CH:28]=[CH:27][CH:26]=[CH:25][C:23]=1[NH2:24].Br[C:30]1[CH:38]=[CH:37][C:36]([F:39])=[CH:35][C:31]=1[C:32]([OH:34])=[O:33]. (3) Given the product [Cl:28][C:29]1[CH:30]=[N:31][N:32]([C:34]2([C:37]3[NH:10][C:9]4=[N:8][C:7]([N:11]5[CH2:16][CH2:15][CH2:14][C@@H:13]([C:17]([N:19]6[CH2:23][CH2:22][CH2:21][CH2:20]6)=[O:18])[CH2:12]5)=[CH:6][CH:5]=[C:4]4[N:3]=3)[CH2:36][CH2:35]2)[CH:33]=1, predict the reactants needed to synthesize it. The reactants are: Cl.Cl.[NH2:3][C:4]1[CH:5]=[CH:6][C:7]([N:11]2[CH2:16][CH2:15][CH2:14][C@@H:13]([C:17]([N:19]3[CH2:23][CH2:22][CH2:21][CH2:20]3)=[O:18])[CH2:12]2)=[N:8][C:9]=1[NH2:10].C(O)(=O)C.[Cl:28][C:29]1[CH:30]=[N:31][N:32]([C:34]2([C:37](=N)OCC)[CH2:36][CH2:35]2)[CH:33]=1.C(N(CC)CC)C.